From a dataset of Forward reaction prediction with 1.9M reactions from USPTO patents (1976-2016). Predict the product of the given reaction. (1) Given the reactants Br[C:2]1[CH:3]=[CH:4][CH:5]=[C:6]2[C:11]=1[N:10]=[C:9]([C:12]([F:15])([F:14])[F:13])[CH:8]=[C:7]2[Cl:16].[CH2:17](N(CC)CC)[CH3:18], predict the reaction product. The product is: [Cl:16][C:7]1[C:6]2[C:11](=[C:2]([CH:17]=[CH2:18])[CH:3]=[CH:4][CH:5]=2)[N:10]=[C:9]([C:12]([F:15])([F:14])[F:13])[CH:8]=1. (2) Given the reactants I[C:2]1[CH:8]=[CH:7][C:5]([NH2:6])=[CH:4][CH:3]=1.[F:9][C:10](I)([F:33])[C:11]([F:32])([F:31])[C:12]([F:30])([F:29])[C:13]([F:28])([F:27])[C:14]([F:26])([F:25])[C:15]([F:24])([F:23])[C:16]([F:22])([F:21])[C:17]([F:20])([F:19])[F:18], predict the reaction product. The product is: [CH:2]1[CH:8]=[CH:7][C:5]([NH:6][C:10]([F:33])([F:9])[C:11]([F:31])([F:32])[C:12]([F:29])([F:30])[C:13]([F:27])([F:28])[C:14]([F:25])([F:26])[C:15]([F:24])([F:23])[C:16]([F:22])([F:21])[C:17]([F:20])([F:19])[F:18])=[CH:4][CH:3]=1. (3) Given the reactants [CH2:1]([N:4]1[CH2:9][CH2:8][N:7]([C:10]2[N:15]=[CH:14][C:13]([O:16][S:17]([C:20]3[CH:25]=[CH:24][C:23]([CH:26]([CH3:28])[CH3:27])=[CH:22][CH:21]=3)(=[O:19])=[O:18])=[CH:12][CH:11]=2)[CH2:6][CH2:5]1)[CH:2]=[CH2:3].[H][H], predict the reaction product. The product is: [CH2:1]([N:4]1[CH2:9][CH2:8][N:7]([C:10]2[N:15]=[CH:14][C:13]([O:16][S:17]([C:20]3[CH:21]=[CH:22][C:23]([CH:26]([CH3:27])[CH3:28])=[CH:24][CH:25]=3)(=[O:19])=[O:18])=[CH:12][CH:11]=2)[CH2:6][CH2:5]1)[CH2:2][CH3:3].